This data is from Full USPTO retrosynthesis dataset with 1.9M reactions from patents (1976-2016). The task is: Predict the reactants needed to synthesize the given product. (1) Given the product [CH3:13][O:12][C:4]1[CH:3]=[C:2]([C:17]#[C:16][C:15]([CH3:19])([CH3:18])[CH3:14])[CH:11]=[CH:10][C:5]=1[C:6]([O:8][CH3:9])=[O:7], predict the reactants needed to synthesize it. The reactants are: Br[C:2]1[CH:11]=[CH:10][C:5]([C:6]([O:8][CH3:9])=[O:7])=[C:4]([O:12][CH3:13])[CH:3]=1.[CH3:14][C:15]([CH3:19])([CH3:18])[C:16]#[CH:17]. (2) The reactants are: [CH:1]1([CH2:4][O:5][C:6]2[CH:14]=[CH:13][C:9]3[O:10][CH2:11][O:12][C:8]=3[C:7]=2[C:15]2[C:16]3[NH:23][CH:22]=[C:21]([C:24]([OH:26])=O)[C:17]=3[N:18]=[CH:19][N:20]=2)[CH2:3][CH2:2]1.CCN(C(C)C)C(C)C.[NH2:36][C@H:37]([CH2:67][C:68]1[CH:73]=[CH:72][CH:71]=[CH:70][CH:69]=1)[C:38]([N:40]1[CH2:45][CH2:44][CH:43]([N:46]2[N:55]=[C:54]([C:56]3[CH:61]=[CH:60][C:59]([O:62][CH3:63])=[C:58]([O:64][CH3:65])[CH:57]=3)[CH2:53][C:48]3([CH2:52][CH2:51][CH2:50][CH2:49]3)[C:47]2=[O:66])[CH2:42][CH2:41]1)=[O:39].CN(C(ON1N=NC2C=CC=CC1=2)=[N+](C)C)C.F[P-](F)(F)(F)(F)F. Given the product [CH:1]1([CH2:4][O:5][C:6]2[CH:14]=[CH:13][C:9]3[O:10][CH2:11][O:12][C:8]=3[C:7]=2[C:15]2[C:16]3[NH:23][CH:22]=[C:21]([C:24]([NH:36][C@H:37]([CH2:67][C:68]4[CH:73]=[CH:72][CH:71]=[CH:70][CH:69]=4)[C:38]([N:40]4[CH2:45][CH2:44][CH:43]([N:46]5[N:55]=[C:54]([C:56]6[CH:61]=[CH:60][C:59]([O:62][CH3:63])=[C:58]([O:64][CH3:65])[CH:57]=6)[CH2:53][C:48]6([CH2:52][CH2:51][CH2:50][CH2:49]6)[C:47]5=[O:66])[CH2:42][CH2:41]4)=[O:39])=[O:26])[C:17]=3[N:18]=[CH:19][N:20]=2)[CH2:2][CH2:3]1, predict the reactants needed to synthesize it.